From a dataset of Catalyst prediction with 721,799 reactions and 888 catalyst types from USPTO. Predict which catalyst facilitates the given reaction. (1) The catalyst class is: 7. Product: [ClH:1].[Cl:1][C:2]1[CH:7]=[C:6]([Cl:8])[CH:5]=[CH:4][C:3]=1[CH:9]([F:12])[CH2:10][NH2:11]. Reactant: [Cl:1][C:2]1[CH:7]=[C:6]([Cl:8])[CH:5]=[CH:4][C:3]=1[CH:9]([F:12])[C:10]#[N:11].B.C1COCC1.C(O)C.Cl. (2) Reactant: [I-].[CH3:2][S+](C)C.[H-].[Na+].[C:8]([C:11]1[CH:16]=[CH:15][N:14]=[CH:13][N:12]=1)(=[O:10])[CH3:9]. Product: [CH3:9][C:8]1([C:11]2[CH:16]=[CH:15][N:14]=[CH:13][N:12]=2)[CH2:2][O:10]1. The catalyst class is: 623. (3) Reactant: [O:1]1[C:5]([C:6]2[CH:11]=[CH:10][N:9]=[C:8]([NH2:12])[CH:7]=2)=[CH:4][N:3]=[CH:2]1.N1C=CC=CC=1.Cl[C:20]([O:22][C:23]1[CH:28]=[CH:27][CH:26]=[CH:25][CH:24]=1)=[O:21].O. Product: [O:1]1[C:5]([C:6]2[CH:11]=[CH:10][N:9]=[C:8]([NH:12][C:20](=[O:21])[O:22][C:23]3[CH:28]=[CH:27][CH:26]=[CH:25][CH:24]=3)[CH:7]=2)=[CH:4][N:3]=[CH:2]1. The catalyst class is: 4. (4) Reactant: Cl[CH2:2][C:3]1[N:4]=[C:5]([C:8]2[CH:13]=[CH:12][C:11]([O:14][CH2:15][CH2:16][CH2:17]Cl)=[CH:10][CH:9]=2)[S:6][CH:7]=1.[NH:19]1[CH2:23][CH2:22][CH2:21][CH2:20]1.C(=O)([O-])[O-].[K+].[K+].[I-].[Na+]. Product: [N:19]1([CH2:2][C:3]2[N:4]=[C:5]([C:8]3[CH:13]=[CH:12][C:11]([O:14][CH2:15][CH2:16][CH2:17][N:19]4[CH2:23][CH2:22][CH2:21][CH2:20]4)=[CH:10][CH:9]=3)[S:6][CH:7]=2)[CH2:23][CH2:22][CH2:21][CH2:20]1. The catalyst class is: 245. (5) Reactant: [OH-].[Na+].C[O:4][C:5](=[O:41])[CH2:6][C:7]1[CH:12]=[CH:11][C:10]([C:13]2[CH:18]=[CH:17][C:16]([C:19]([C:24]3[CH:29]=[CH:28][C:27]([O:30][CH2:31][C:32](=[O:37])[C:33]([CH3:36])([CH3:35])[CH3:34])=[C:26]([CH3:38])[CH:25]=3)([CH2:22][CH3:23])[CH2:20][CH3:21])=[CH:15][C:14]=2[CH3:39])=[CH:9][C:8]=1[F:40].[Cl-].[NH4+]. Product: [CH3:36][C:33]([CH3:34])([CH3:35])[C:32](=[O:37])[CH2:31][O:30][C:27]1[CH:28]=[CH:29][C:24]([C:19]([C:16]2[CH:17]=[CH:18][C:13]([C:10]3[CH:11]=[CH:12][C:7]([CH2:6][C:5]([OH:41])=[O:4])=[C:8]([F:40])[CH:9]=3)=[C:14]([CH3:39])[CH:15]=2)([CH2:20][CH3:21])[CH2:22][CH3:23])=[CH:25][C:26]=1[CH3:38]. The catalyst class is: 5. (6) Reactant: Cl.Cl.[CH3:3][N:4]1[CH:12]=[C:11]2[C:6]([CH:7]=[CH:8][CH:9]=[C:10]2[C@@H:13]2[CH2:15][C@H:14]2[CH2:16][NH2:17])=[N:5]1.C(N(CC)CC)C.[C:25](OC(=O)C)(=[O:27])[CH3:26]. Product: [CH3:3][N:4]1[CH:12]=[C:11]2[C:6]([CH:7]=[CH:8][CH:9]=[C:10]2[C@@H:13]2[CH2:15][C@H:14]2[CH2:16][NH:17][C:25](=[O:27])[CH3:26])=[N:5]1. The catalyst class is: 7.